From a dataset of Reaction yield outcomes from USPTO patents with 853,638 reactions. Predict the reaction yield, written as a fraction of the theoretical maximum amount of product (1.0 means a 100% yield; for example, 0.34 means a 34% yield). (1) The reactants are [NH2:1][C:2]1[N:3]=[N:4][C:5]([I:8])=[CH:6][CH:7]=1.Cl[CH2:10][C:11]([NH:13][C:14](=[O:20])[O:15][C:16]([CH3:19])([CH3:18])[CH3:17])=O.P([O-])([O-])(O)=O.[Na+].[Na+].O. The catalyst is CN(C)C(=O)C. The product is [I:8][C:5]1[CH:6]=[CH:7][C:2]2[N:3]([CH:10]=[C:11]([NH:13][C:14](=[O:20])[O:15][C:16]([CH3:19])([CH3:18])[CH3:17])[N:1]=2)[N:4]=1. The yield is 0.630. (2) The reactants are Cl.[NH2:2][C:3]1[C:12]2[N:13]=[C:14]([CH2:38][CH2:39][O:40][CH3:41])[N:15]([CH2:16][CH2:17][CH2:18][N:19]([CH2:24][C:25]3[CH:26]=[C:27]([CH:35]=[CH:36][CH:37]=3)[O:28][CH:29]([CH3:34])[C:30]([O:32][CH3:33])=[O:31])[C:20](=[O:23])[CH2:21]Cl)[C:11]=2[C:10]2[CH:9]=[CH:8][CH:7]=[CH:6][C:5]=2[N:4]=1.[CH2:42]([NH:44][CH2:45][CH3:46])[CH3:43]. No catalyst specified. The product is [NH2:2][C:3]1[C:12]2[N:13]=[C:14]([CH2:38][CH2:39][O:40][CH3:41])[N:15]([CH2:16][CH2:17][CH2:18][N:19]([CH2:24][C:25]3[CH:26]=[C:27]([CH:35]=[CH:36][CH:37]=3)[O:28][CH:29]([CH3:34])[C:30]([O:32][CH3:33])=[O:31])[C:20](=[O:23])[CH2:21][N:44]([CH2:45][CH3:46])[CH2:42][CH3:43])[C:11]=2[C:10]2[CH:9]=[CH:8][CH:7]=[CH:6][C:5]=2[N:4]=1. The yield is 0.620. (3) The reactants are [C:1]12([C:11]3[CH:12]=[C:13]([C:25]4[N:30]=[CH:29][C:28]([CH:31]=[O:32])=[CH:27][CH:26]=4)[CH:14]=[CH:15][C:16]=3[O:17][Si](C(C)(C)C)(C)C)[CH2:10][CH:5]3[CH2:6][CH:7]([CH2:9][CH:3]([CH2:4]3)[CH2:2]1)[CH2:8]2.[F-].C([N+](CCCC)(CCCC)CCCC)CCC. The catalyst is C1COCC1. The product is [C:1]12([C:11]3[CH:12]=[C:13]([C:25]4[N:30]=[CH:29][C:28]([CH:31]=[O:32])=[CH:27][CH:26]=4)[CH:14]=[CH:15][C:16]=3[OH:17])[CH2:2][CH:3]3[CH2:9][CH:7]([CH2:6][CH:5]([CH2:4]3)[CH2:10]1)[CH2:8]2. The yield is 1.00.